Dataset: Catalyst prediction with 721,799 reactions and 888 catalyst types from USPTO. Task: Predict which catalyst facilitates the given reaction. (1) Reactant: C([N:20]1[C:24]2[CH:25]=[CH:26][C:27]([NH:29][C:30]3C=C[C:33](OC)=[CH:32][CH:31]=3)=[CH:28][C:23]=2[N:22]=[CH:21]1)(C1C=CC=CC=1)(C1C=CC=CC=1)C1C=CC=CC=1.C[Si]([N-][Si](C)(C)C)(C)C.[Li+].[C:48]1([CH2:54][CH2:55]Br)[CH:53]=[CH:52][CH:51]=[CH:50][CH:49]=1.[CH2:57]1[CH2:61][O:60][CH2:59][CH2:58]1. Product: [CH3:59][O:60][C:61]1[CH:57]=[CH:58][C:31]([CH2:30][N:29]([CH2:55][CH2:54][C:48]2[CH:53]=[CH:52][CH:51]=[CH:50][CH:49]=2)[C:27]2[CH:26]=[CH:25][C:24]3[NH:20][CH:21]=[N:22][C:23]=3[CH:28]=2)=[CH:32][CH:33]=1. The catalyst class is: 6. (2) Reactant: [CH3:1][S:2](Cl)(=[O:4])=[O:3].[OH:6][C@@H:7]1[CH2:11][CH2:10][N:9]([C:12]([CH:14]2[CH2:19][CH2:18][O:17][CH2:16][CH2:15]2)=[O:13])[CH2:8]1.CCN(CC)CC. Product: [O:17]1[CH2:18][CH2:19][CH:14]([C:12]([N:9]2[CH2:10][CH2:11][C@@H:7]([O:6][S:2]([CH3:1])(=[O:4])=[O:3])[CH2:8]2)=[O:13])[CH2:15][CH2:16]1. The catalyst class is: 34. (3) Reactant: Cl.[CH:2]1([CH2:6][O:7][NH:8][C:9]([C:11]2[C:12]([NH:26][C:27]3[CH:32]=[CH:31][C:30]([Br:33])=[CH:29][C:28]=3[F:34])=[CH:13][C:14](=[O:25])[N:15]3[C:19]=2[CH:18]2[O:20]C(C)(C)[O:22][CH:17]2[CH2:16]3)=[O:10])[CH2:5][CH2:4][CH2:3]1. Product: [CH:2]1([CH2:6][O:7][NH:8][C:9]([C:11]2[C:12]([NH:26][C:27]3[CH:32]=[CH:31][C:30]([Br:33])=[CH:29][C:28]=3[F:34])=[CH:13][C:14](=[O:25])[N:15]3[C:19]=2[CH:18]([OH:20])[CH:17]([OH:22])[CH2:16]3)=[O:10])[CH2:5][CH2:4][CH2:3]1. The catalyst class is: 5. (4) Reactant: C1(P(C2C=CC=CC=2)C2C=CC=CC=2)C=CC=CC=1.Br[C:21]([Br:24])(Br)Br.[F:25][C:26]1[CH:27]=[C:28]([C:32]2[C:41]3[C:36](=[CH:37][CH:38]=[CH:39][CH:40]=3)[C:35](=[O:42])[O:34][C:33]=2CO)[CH:29]=[CH:30][CH:31]=1. Product: [Br:24][CH2:21][C:33]1[O:34][C:35](=[O:42])[C:36]2[C:41]([C:32]=1[C:28]1[CH:29]=[CH:30][CH:31]=[C:26]([F:25])[CH:27]=1)=[CH:40][CH:39]=[CH:38][CH:37]=2. The catalyst class is: 61. (5) Reactant: [F:1][C:2]1[CH:7]=[CH:6][CH:5]=[C:4]([F:8])[C:3]=1[N:9]1[C:14]2[N:15]=[C:16](S(C)(=O)=O)[N:17]=[C:18]([C:19]3[CH:20]=[C:21]([CH:32]=[CH:33][C:34]=3[CH3:35])[C:22]([NH:24][CH2:25][C:26]3[CH:31]=[CH:30][CH:29]=[CH:28][CH:27]=3)=[O:23])[C:13]=2[CH2:12][NH:11][C:10]1=[O:40].[CH3:41][N:42]([CH3:48])[CH2:43][CH2:44][CH2:45][NH:46][CH3:47]. Product: [NH4+:9].[OH-:23].[F:1][C:2]1[CH:7]=[CH:6][CH:5]=[C:4]([F:8])[C:3]=1[N:9]1[C:14]2[N:15]=[C:16]([N:46]([CH2:45][CH2:44][CH2:43][N:42]([CH3:48])[CH3:41])[CH3:47])[N:17]=[C:18]([C:19]3[CH:20]=[C:21]([CH:32]=[CH:33][C:34]=3[CH3:35])[C:22]([NH:24][CH2:25][C:26]3[CH:31]=[CH:30][CH:29]=[CH:28][CH:27]=3)=[O:23])[C:13]=2[CH2:12][NH:11][C:10]1=[O:40]. The catalyst class is: 49. (6) Reactant: C([O:5][C:6](=[O:42])[CH2:7][CH2:8][C:9]1[CH:14]=[CH:13][C:12]([O:15][CH2:16][CH2:17][C:18]2[N:19]=[C:20]([C:24]3[CH:29]=[CH:28][CH:27]=[CH:26][CH:25]=3)[O:21][C:22]=2[CH3:23])=[CH:11][C:10]=1[CH2:30][N:31]([C:33]([C:35]1[CH:39]=[C:38]([Cl:40])[S:37][C:36]=1[Cl:41])=[O:34])[CH3:32])(C)(C)C.C1(OC)C=CC=CC=1.C(O)(C(F)(F)F)=O. Product: [Cl:41][C:36]1[S:37][C:38]([Cl:40])=[CH:39][C:35]=1[C:33]([N:31]([CH2:30][C:10]1[CH:11]=[C:12]([O:15][CH2:16][CH2:17][C:18]2[N:19]=[C:20]([C:24]3[CH:29]=[CH:28][CH:27]=[CH:26][CH:25]=3)[O:21][C:22]=2[CH3:23])[CH:13]=[CH:14][C:9]=1[CH2:8][CH2:7][C:6]([OH:42])=[O:5])[CH3:32])=[O:34]. The catalyst class is: 2. (7) Reactant: [F:1][C:2]1[CH:7]=[CH:6][CH:5]=[C:4]([F:8])[C:3]=1[C:9]1[C:18]2[CH:17]=[C:16]([C:19]#[N:20])[CH:15]=[CH:14][C:13]=2[C:12]2[N:21](COCC[Si](C)(C)C)[N:22]=[C:23]([NH:24][CH:25]3[CH2:30][CH2:29][N:28]([S:31]([CH2:34][CH3:35])(=[O:33])=[O:32])[CH2:27][CH2:26]3)[C:11]=2[N:10]=1.C(O)(C(F)(F)F)=O. Product: [F:8][C:4]1[CH:5]=[CH:6][CH:7]=[C:2]([F:1])[C:3]=1[C:9]1[C:18]2[CH:17]=[C:16]([C:19]#[N:20])[CH:15]=[CH:14][C:13]=2[C:12]2[NH:21][N:22]=[C:23]([NH:24][CH:25]3[CH2:30][CH2:29][N:28]([S:31]([CH2:34][CH3:35])(=[O:32])=[O:33])[CH2:27][CH2:26]3)[C:11]=2[N:10]=1. The catalyst class is: 34.